This data is from Reaction yield outcomes from USPTO patents with 853,638 reactions. The task is: Predict the reaction yield, written as a fraction of the theoretical maximum amount of product (1.0 means a 100% yield; for example, 0.34 means a 34% yield). (1) The reactants are [CH:1]1([OH:6])[CH2:5][CH2:4][CH2:3][CH2:2]1.[H-].[Na+].Br[C:10]1[S:11][CH:12]=[CH:13][CH:14]=1.[C-]#N.[Na+]. The catalyst is O.O1CCOCC1. The product is [CH:1]1([O:6][C:10]2[S:11][CH:12]=[CH:13][CH:14]=2)[CH2:5][CH2:4][CH2:3][CH2:2]1. The yield is 0.252. (2) The reactants are [OH:1][C:2]1[C:3]2[CH:10]=[C:9](C(O)=O)[NH:8][C:4]=2[N:5]=[N:6][CH:7]=1.S1(CCCC1)(=O)=O.CO. The yield is 0.440. The catalyst is C(Cl)Cl. The product is [N:5]1[C:4]2[NH:8][CH:9]=[CH:10][C:3]=2[C:2]([OH:1])=[CH:7][N:6]=1. (3) The reactants are [C:1]([O:5][C:6]([NH:8][C@@H:9]([CH2:15][CH2:16][C:17](=[O:21])[CH:18]=[N+]=[N-])[C:10]([O:12][CH2:13][CH3:14])=[O:11])=[O:7])([CH3:4])([CH3:3])[CH3:2]. The catalyst is C(Cl)Cl. The product is [O:21]=[C:17]1[CH2:18][N:8]([C:6]([O:5][C:1]([CH3:4])([CH3:3])[CH3:2])=[O:7])[C@H:9]([C:10]([O:12][CH2:13][CH3:14])=[O:11])[CH2:15][CH2:16]1. The yield is 0.550. (4) The reactants are [F:1][C:2]([F:23])([F:22])[C:3]1[CH:4]=[C:5]([CH:8]=[CH:9][C:10]=1[O:11][C:12]1[CH:17]=[CH:16][CH:15]=[C:14]([C:18]([F:21])([F:20])[F:19])[CH:13]=1)[CH:6]=[O:7].[BH4-].[Na+]. The catalyst is CO. The product is [F:1][C:2]([F:22])([F:23])[C:3]1[CH:4]=[C:5]([CH2:6][OH:7])[CH:8]=[CH:9][C:10]=1[O:11][C:12]1[CH:17]=[CH:16][CH:15]=[C:14]([C:18]([F:19])([F:20])[F:21])[CH:13]=1. The yield is 0.830. (5) The reactants are [C:1]([C:3]1[CH:4]=[C:5]([C:13]2[O:17][N:16]=[C:15]([C:18]3[CH:26]=[CH:25][CH:24]=[C:23]4[C:19]=3[CH2:20][CH2:21][CH:22]4[NH:27][CH:28]3[CH2:33][CH2:32][N:31](C(OC(C)(C)C)=O)[CH2:30][CH2:29]3)[N:14]=2)[CH:6]=[CH:7][C:8]=1[O:9][CH:10]([CH3:12])[CH3:11])#[N:2]. The catalyst is C(O)(C(F)(F)F)=O. The product is [CH:10]([O:9][C:8]1[CH:7]=[CH:6][C:5]([C:13]2[O:17][N:16]=[C:15]([C:18]3[CH:26]=[CH:25][CH:24]=[C:23]4[C:19]=3[CH2:20][CH2:21][CH:22]4[NH:27][CH:28]3[CH2:29][CH2:30][NH:31][CH2:32][CH2:33]3)[N:14]=2)=[CH:4][C:3]=1[C:1]#[N:2])([CH3:12])[CH3:11]. The yield is 0.990. (6) The reactants are [CH2:1]([O:8][C:9]1[C:10](Br)=[C:11]([CH:16]([OH:21])[C:17]([O:19][CH3:20])=[O:18])[C:12]([CH3:15])=[CH:13][CH:14]=1)[C:2]1[CH:7]=[CH:6][CH:5]=[CH:4][CH:3]=1.C(=O)([O-])[O-].[Na+].[Na+].CC1(C)C(C)(C)OB([C:37]2[CH:38]=[C:39]3[C:44](=[CH:45][CH:46]=2)[O:43][CH2:42][CH2:41][CH2:40]3)O1. The catalyst is O1CCOCC1.O.C1(P(C2C=CC=CC=2)C2C=CC=CC=2)C=CC=CC=1.C1(P(C2C=CC=CC=2)C2C=CC=CC=2)C=CC=CC=1.C1(P(C2C=CC=CC=2)C2C=CC=CC=2)C=CC=CC=1.C1(P(C2C=CC=CC=2)C2C=CC=CC=2)C=CC=CC=1.[Pd]. The product is [CH2:1]([O:8][C:9]1[C:10]([C:37]2[CH:46]=[CH:45][C:44]3[O:43][CH2:42][CH2:41][CH2:40][C:39]=3[CH:38]=2)=[C:11]([CH:16]([OH:21])[C:17]([O:19][CH3:20])=[O:18])[C:12]([CH3:15])=[CH:13][CH:14]=1)[C:2]1[CH:7]=[CH:6][CH:5]=[CH:4][CH:3]=1. The yield is 0.790. (7) The reactants are [CH3:1][C:2]1[C:8]([B:9]2[O:13][C:12]([CH3:15])([CH3:14])[C:11]([CH3:17])([CH3:16])[O:10]2)=[CH:7][CH:6]=[CH:5][C:3]=1[NH2:4].CCN(C(C)C)C(C)C.CN(C(ON1N=NC2C=CC=NC1=2)=[N+](C)C)C.F[P-](F)(F)(F)(F)F.[S:51]1[CH:55]=[CH:54][N:53]=[C:52]1[C:56](O)=[O:57]. The catalyst is C(Cl)Cl.O. The product is [CH3:1][C:2]1[C:8]([B:9]2[O:13][C:12]([CH3:15])([CH3:14])[C:11]([CH3:17])([CH3:16])[O:10]2)=[CH:7][CH:6]=[CH:5][C:3]=1[NH:4][C:56]([C:52]1[S:51][CH:55]=[CH:54][N:53]=1)=[O:57]. The yield is 0.360. (8) The reactants are [H-].[Na+].[F:3][C:4]([F:11])([F:10])[CH2:5][C:6]([CH3:9])([OH:8])[CH3:7].[C:12](=O)([O:20]C1C=CC=CN=1)[O:13][C:14]1[CH:19]=[CH:18][CH:17]=[CH:16][N:15]=1. The catalyst is C1COCC1.CCOC(C)=O.[Cl-].[Na+].O. The product is [C:12](=[O:20])([O:8][C:6]([CH3:9])([CH2:5][C:4]([F:11])([F:10])[F:3])[CH3:7])[O:13][C:14]1[CH:19]=[CH:18][CH:17]=[CH:16][N:15]=1. The yield is 0.162.